From a dataset of Forward reaction prediction with 1.9M reactions from USPTO patents (1976-2016). Predict the product of the given reaction. Given the reactants [C:1]1([C:3](=[CH:5][CH:6]=[CH:7][CH:8]=1)[OH:4])[OH:2].C(=O)([O-])[O-].[K+].[K+].Br[CH2:16][CH2:17][CH2:18][CH2:19][CH2:20][CH3:21].C(O)C, predict the reaction product. The product is: [CH2:16]([O:2][C:1]1[CH:8]=[CH:7][CH:6]=[CH:5][C:3]=1[OH:4])[CH2:17][CH2:18][CH2:19][CH2:20][CH3:21].